The task is: Predict the reactants needed to synthesize the given product.. This data is from Full USPTO retrosynthesis dataset with 1.9M reactions from patents (1976-2016). (1) The reactants are: [CH3:1][C:2]1[CH:9]=[CH:8][CH:7]=[CH:6][C:3]=1[CH2:4][NH2:5].[C:10]([O:14][C:15]([NH:17][C@@H:18]([CH3:40])[C:19]([NH:21][CH2:22][C:23]1[S:27][CH:26]=[C:25]([N:28]2[C:32]([C:33](O)=[O:34])=[CH:31][C:30]([C:36]([F:39])([F:38])[F:37])=[N:29]2)[CH:24]=1)=[O:20])=[O:16])([CH3:13])([CH3:12])[CH3:11].C(Cl)CCl. Given the product [CH3:1][C:2]1[CH:9]=[CH:8][CH:7]=[CH:6][C:3]=1[CH2:4][NH:5][C:33]([C:32]1[N:28]([C:25]2[CH:24]=[C:23]([CH2:22][NH:21][C:19](=[O:20])[C@@H:18]([NH:17][C:15](=[O:16])[O:14][C:10]([CH3:13])([CH3:11])[CH3:12])[CH3:40])[S:27][CH:26]=2)[N:29]=[C:30]([C:36]([F:37])([F:39])[F:38])[CH:31]=1)=[O:34], predict the reactants needed to synthesize it. (2) Given the product [F:1][C:2]1[CH:7]=[CH:6][C:5]([O:8][CH3:9])=[C:4]([NH2:10])[CH:3]=1, predict the reactants needed to synthesize it. The reactants are: [F:1][C:2]1[CH:7]=[CH:6][C:5]([O:8][CH3:9])=[C:4]([N+:10]([O-])=O)[CH:3]=1.NC1C2N=C(CO)NC=2C=CC=1.